Dataset: NCI-60 drug combinations with 297,098 pairs across 59 cell lines. Task: Regression. Given two drug SMILES strings and cell line genomic features, predict the synergy score measuring deviation from expected non-interaction effect. (1) Drug 1: C1CC(=O)NC(=O)C1N2CC3=C(C2=O)C=CC=C3N. Drug 2: CC1=C2C(C(=O)C3(C(CC4C(C3C(C(C2(C)C)(CC1OC(=O)C(C(C5=CC=CC=C5)NC(=O)C6=CC=CC=C6)O)O)OC(=O)C7=CC=CC=C7)(CO4)OC(=O)C)O)C)OC(=O)C. Cell line: HOP-62. Synergy scores: CSS=8.92, Synergy_ZIP=-4.78, Synergy_Bliss=-0.783, Synergy_Loewe=-30.4, Synergy_HSA=-1.11. (2) Drug 1: CC1=CC=C(C=C1)C2=CC(=NN2C3=CC=C(C=C3)S(=O)(=O)N)C(F)(F)F. Drug 2: C1=NC2=C(N1)C(=S)N=CN2. Cell line: SF-295. Synergy scores: CSS=40.5, Synergy_ZIP=-0.501, Synergy_Bliss=-1.29, Synergy_Loewe=-12.8, Synergy_HSA=-1.53. (3) Drug 1: C1=NC2=C(N=C(N=C2N1C3C(C(C(O3)CO)O)O)F)N. Drug 2: CN1C(=O)N2C=NC(=C2N=N1)C(=O)N. Cell line: MDA-MB-231. Synergy scores: CSS=-3.14, Synergy_ZIP=1.31, Synergy_Bliss=8.28, Synergy_Loewe=-5.95, Synergy_HSA=-5.05. (4) Drug 1: CCCCCOC(=O)NC1=NC(=O)N(C=C1F)C2C(C(C(O2)C)O)O. Drug 2: CS(=O)(=O)CCNCC1=CC=C(O1)C2=CC3=C(C=C2)N=CN=C3NC4=CC(=C(C=C4)OCC5=CC(=CC=C5)F)Cl. Cell line: T-47D. Synergy scores: CSS=-3.36, Synergy_ZIP=-0.0740, Synergy_Bliss=-3.43, Synergy_Loewe=-15.5, Synergy_HSA=-8.46. (5) Drug 1: CC1=C2C(C(=O)C3(C(CC4C(C3C(C(C2(C)C)(CC1OC(=O)C(C(C5=CC=CC=C5)NC(=O)C6=CC=CC=C6)O)O)OC(=O)C7=CC=CC=C7)(CO4)OC(=O)C)O)C)OC(=O)C. Drug 2: CC1CCCC2(C(O2)CC(NC(=O)CC(C(C(=O)C(C1O)C)(C)C)O)C(=CC3=CSC(=N3)C)C)C. Cell line: OVCAR3. Synergy scores: CSS=74.5, Synergy_ZIP=1.65, Synergy_Bliss=0.0143, Synergy_Loewe=-3.03, Synergy_HSA=1.99. (6) Drug 1: C1C(C(OC1N2C=NC3=C(N=C(N=C32)Cl)N)CO)O. Drug 2: C1CN1C2=NC(=NC(=N2)N3CC3)N4CC4. Cell line: HCC-2998. Synergy scores: CSS=49.6, Synergy_ZIP=-2.97, Synergy_Bliss=-3.06, Synergy_Loewe=-1.17, Synergy_HSA=3.89.